Dataset: Peptide-MHC class II binding affinity with 134,281 pairs from IEDB. Task: Regression. Given a peptide amino acid sequence and an MHC pseudo amino acid sequence, predict their binding affinity value. This is MHC class II binding data. (1) The peptide sequence is AFKVYATAANAAPAN. The MHC is DRB1_1001 with pseudo-sequence DRB1_1001. The binding affinity (normalized) is 0.846. (2) The peptide sequence is GKLFTQTMKGVERLA. The MHC is DRB1_0101 with pseudo-sequence DRB1_0101. The binding affinity (normalized) is 0.468. (3) The peptide sequence is GELQIFDKIDAAFKI. The MHC is DRB1_1302 with pseudo-sequence DRB1_1302. The binding affinity (normalized) is 0.614. (4) The peptide sequence is EKKYFGATQFEPLAA. The MHC is HLA-DPA10201-DPB10501 with pseudo-sequence HLA-DPA10201-DPB10501. The binding affinity (normalized) is 0.569. (5) The peptide sequence is TNKTNPIGRLLV. The MHC is H-2-IAs with pseudo-sequence H-2-IAs. The binding affinity (normalized) is 0. (6) The peptide sequence is MSMASSSSSSLLAMA. The MHC is HLA-DPA10103-DPB10401 with pseudo-sequence HLA-DPA10103-DPB10401. The binding affinity (normalized) is 0.433. (7) The peptide sequence is GELQIVDGIDAAFKI. The MHC is DRB3_0202 with pseudo-sequence DRB3_0202. The binding affinity (normalized) is 0.228.